Dataset: Reaction yield outcomes from USPTO patents with 853,638 reactions. Task: Predict the reaction yield, written as a fraction of the theoretical maximum amount of product (1.0 means a 100% yield; for example, 0.34 means a 34% yield). (1) The reactants are [NH2:1][C:2]1[N:7]=[CH:6][C:5]([O:8][C:9]2[CH:10]=[C:11]([NH:15][C:16]([C:18]3[N:22]([CH3:23])[N:21]=[C:20]([CH3:24])[CH:19]=3)=[O:17])[CH:12]=[CH:13][CH:14]=2)=[CH:4][CH:3]=1.[C:25]1([CH3:35])[CH:30]=[CH:29][C:28]([S:31](Cl)(=[O:33])=[O:32])=[CH:27][CH:26]=1.N1C=CC=CC=1. The catalyst is O. The product is [CH3:23][N:22]1[C:18]([C:16]([NH:15][C:11]2[CH:12]=[CH:13][CH:14]=[C:9]([O:8][C:5]3[CH:6]=[N:7][C:2]([NH:1][S:31]([C:28]4[CH:29]=[CH:30][C:25]([CH3:35])=[CH:26][CH:27]=4)(=[O:33])=[O:32])=[CH:3][CH:4]=3)[CH:10]=2)=[O:17])=[CH:19][C:20]([CH3:24])=[N:21]1. The yield is 0.990. (2) The reactants are [F:1][C:2]1[CH:3]=[C:4]([C:8]2[CH:9]=[C:10]3[C:15](=[O:16])[NH:14][CH2:13][CH:12]([CH2:17][C:18]([O:20][CH2:21][CH3:22])=[O:19])[N:11]3[CH:23]=2)[CH:5]=[CH:6][CH:7]=1.[Br:24]N1C(=O)CCC1=O. The catalyst is O1CCOCC1. The product is [Br:24][C:23]1[N:11]2[CH:12]([CH2:17][C:18]([O:20][CH2:21][CH3:22])=[O:19])[CH2:13][NH:14][C:15](=[O:16])[C:10]2=[CH:9][C:8]=1[C:4]1[CH:5]=[CH:6][CH:7]=[C:2]([F:1])[CH:3]=1. The yield is 1.00. (3) The reactants are [F:1][C:2]([F:11])([F:10])[C:3]1[CH:8]=[CH:7][C:6]([OH:9])=[CH:5][CH:4]=1.[C:12](OCC)(=[O:14])C.CCCCCC. No catalyst specified. The product is [OH:9][C:6]1[CH:5]=[CH:4][C:3]([C:2]([F:10])([F:11])[F:1])=[CH:8][C:7]=1[CH:12]=[O:14]. The yield is 0.340. (4) The reactants are [Cl:1][C:2]1[N:6]2[CH:7]=[C:8]([C:15]3[CH:19]=[CH:18][N:17]([C:20]([O:22][C:23]([CH3:26])([CH3:25])[CH3:24])=[O:21])[CH:16]=3)[CH:9]=[C:10]([C:11]([F:14])([F:13])[F:12])[C:5]2=[N:4][C:3]=1[C:27](O)=[O:28].Cl.[NH:31]1[CH2:36][CH2:35][CH:34]([N:37]2[CH2:41][CH2:40][O:39][C:38]2=[O:42])[CH2:33][CH2:32]1.CCN(C(C)C)C(C)C.CN(C(ON1N=NC2C=CC=NC1=2)=[N+](C)C)C.F[P-](F)(F)(F)(F)F. The catalyst is CN(C=O)C.CCOC(C)=O. The product is [Cl:1][C:2]1[N:6]2[CH:7]=[C:8]([C:15]3[CH:19]=[CH:18][N:17]([C:20]([O:22][C:23]([CH3:24])([CH3:26])[CH3:25])=[O:21])[CH:16]=3)[CH:9]=[C:10]([C:11]([F:14])([F:12])[F:13])[C:5]2=[N:4][C:3]=1[C:27]([N:31]1[CH2:32][CH2:33][CH:34]([N:37]2[CH2:41][CH2:40][O:39][C:38]2=[O:42])[CH2:35][CH2:36]1)=[O:28]. The yield is 0.790. (5) The reactants are S(Cl)(Cl)=O.[Cl:5][C:6]1[C:7]([CH3:15])=[C:8]([CH:12]=[CH:13][CH:14]=1)[C:9]([OH:11])=O.[Al+3].[Cl-].[Cl-].[Cl-].[CH:20]1C=CC=C[CH:21]=1. The catalyst is ClC(Cl)C. The product is [Cl:5][C:6]1[C:7]([CH3:15])=[C:8]2[C:12]([CH2:20][CH2:21][C:9]2=[O:11])=[CH:13][CH:14]=1. The yield is 0.720. (6) The reactants are Br[C:2]1[CH:7]=[C:6]([CH2:8][CH2:9][CH2:10][CH3:11])[CH:5]=[CH:4][C:3]=1[NH:12][C:13](=[O:15])[CH3:14].[C:16]([Cu])#[N:17]. The product is [CH2:8]([C:6]1[CH:5]=[CH:4][C:3]([NH:12][C:13](=[O:15])[CH3:14])=[C:2]([C:16]#[N:17])[CH:7]=1)[CH2:9][CH2:10][CH3:11]. The yield is 0.660. The catalyst is CN1C(=O)CCC1. (7) The reactants are [Si:1]([O:8][C:9]1[CH:10]=[C:11]([CH:14]=[CH:15][C:16]=1[O:17][CH3:18])[CH:12]=[O:13])([C:4]([CH3:7])([CH3:6])[CH3:5])([CH3:3])[CH3:2].[BH4-].[Na+].C(Cl)(Cl)Cl. The catalyst is CO. The product is [Si:1]([O:8][C:9]1[CH:10]=[C:11]([CH:14]=[CH:15][C:16]=1[O:17][CH3:18])[CH2:12][OH:13])([C:4]([CH3:7])([CH3:6])[CH3:5])([CH3:2])[CH3:3]. The yield is 0.735. (8) The reactants are Cl.Cl[C:3]1[N:8]=[C:7]([NH:9][C@@H:10]2[CH2:18][C@H:17]3[N:13]([CH2:14][CH2:15][CH2:16]3)[C:12]([CH3:20])([CH3:19])[CH2:11]2)[C:6]([F:21])=[CH:5][N:4]=1.[NH2:22][C:23]1[CH:24]=[CH:25][C:26]([O:36][C:37]([CH3:48])([CH3:47])[CH2:38][O:39][Si](C(C)(C)C)(C)C)=[C:27]([N:29]2[C:33](=[O:34])[N:32]([CH3:35])[N:31]=[N:30]2)[CH:28]=1. The catalyst is CC(O)C. The product is [NH3:4].[CH3:33][OH:34].[OH:39][CH2:38][C:37]([CH3:48])([O:36][C:26]1[CH:25]=[CH:24][C:23]([NH:22][C:3]2[N:8]=[C:7]([NH:9][C@@H:10]3[CH2:18][C@H:17]4[N:13]([CH2:14][CH2:15][CH2:16]4)[C:12]([CH3:20])([CH3:19])[CH2:11]3)[C:6]([F:21])=[CH:5][N:4]=2)=[CH:28][C:27]=1[N:29]1[C:33](=[O:34])[N:32]([CH3:35])[N:31]=[N:30]1)[CH3:47]. The yield is 0.0100. (9) The reactants are [CH2:1]([N:3]([CH2:8][CH3:9])[CH2:4][CH2:5][C:6]#[N:7])[CH3:2].[NH2:10][OH:11]. The catalyst is CCO. The product is [CH2:1]([N:3]([CH2:8][CH3:9])[CH2:4][CH2:5][C:6](=[N:10][OH:11])[NH2:7])[CH3:2]. The yield is 0.926. (10) The reactants are [NH2:1][C:2]1[O:6][N:5]=[C:4]([C:7]2[CH:12]=[CH:11][CH:10]=[C:9]([F:13])[CH:8]=2)[C:3]=1[C:14]([OH:16])=O.Cl.C(N=C=NCCCN(C)C)C.OC1C2N=NNC=2C=CC=1.[N:39]1([C:45]2[CH:50]=[CH:49][CH:48]=[CH:47][C:46]=2[OH:51])[CH2:44][CH2:43][NH:42][CH2:41][CH2:40]1. No catalyst specified. The product is [NH2:1][C:2]1[O:6][N:5]=[C:4]([C:7]2[CH:12]=[CH:11][CH:10]=[C:9]([F:13])[CH:8]=2)[C:3]=1[C:14]([N:42]1[CH2:41][CH2:40][N:39]([C:45]2[CH:50]=[CH:49][CH:48]=[CH:47][C:46]=2[OH:51])[CH2:44][CH2:43]1)=[O:16]. The yield is 0.440.